Dataset: Peptide-MHC class I binding affinity with 185,985 pairs from IEDB/IMGT. Task: Regression. Given a peptide amino acid sequence and an MHC pseudo amino acid sequence, predict their binding affinity value. This is MHC class I binding data. (1) The peptide sequence is DGTASLSPGM. The MHC is Mamu-A02 with pseudo-sequence Mamu-A02. The binding affinity (normalized) is 0.610. (2) The peptide sequence is DTEDIVSDSK. The MHC is HLA-A11:01 with pseudo-sequence HLA-A11:01. The binding affinity (normalized) is 0.315. (3) The peptide sequence is TLSRVWGNK. The MHC is HLA-A68:02 with pseudo-sequence HLA-A68:02. The binding affinity (normalized) is 0. (4) The peptide sequence is AEPGKRYIYKV. The MHC is Mamu-B01 with pseudo-sequence YHSMYREKAGNTDENIAYLMHYRYTWAVRAYRWY. The binding affinity (normalized) is 0. (5) The peptide sequence is YMLKDSAPT. The MHC is HLA-A02:16 with pseudo-sequence HLA-A02:16. The binding affinity (normalized) is 1.00. (6) The peptide sequence is DTIESAKTKI. The MHC is HLA-A02:02 with pseudo-sequence HLA-A02:02. The binding affinity (normalized) is 0.00392. (7) The peptide sequence is RVFKETLFL. The MHC is HLA-A26:01 with pseudo-sequence HLA-A26:01. The binding affinity (normalized) is 0.0847. (8) The MHC is HLA-A02:17 with pseudo-sequence HLA-A02:17. The binding affinity (normalized) is 0.0610. The peptide sequence is CYVDIDVYCI. (9) The peptide sequence is IISTNTLGK. The MHC is HLA-B27:05 with pseudo-sequence HLA-B27:05. The binding affinity (normalized) is 0.0847.